From a dataset of Forward reaction prediction with 1.9M reactions from USPTO patents (1976-2016). Predict the product of the given reaction. (1) Given the reactants [OH:1][C:2]1[CH:3]=[C:4]([NH:8][C:9](=[O:11])[CH3:10])[CH:5]=[CH:6][CH:7]=1.[CH3:12][C:13](=[CH2:17])[CH2:14][CH2:15]O.CCOC(/N=N/C(OCC)=O)=O.C1C=CC(P(C2C=CC=CC=2)C2C=CC=CC=2)=CC=1, predict the reaction product. The product is: [CH3:17][C:13](=[CH2:12])[CH2:14][CH2:15][O:1][C:2]1[CH:3]=[C:4]([NH:8][C:9](=[O:11])[CH3:10])[CH:5]=[CH:6][CH:7]=1. (2) Given the reactants OC[C:3]1[CH:20]=[CH:19][C:6]2/[C:7](=[CH:16]/[C:17]#[N:18])/[C:8]3[CH:15]=[CH:14][CH:13]=[CH:12][C:9]=3CC[C:5]=2[CH:4]=1.[CH2:21]([C:23]1[NH:33][C:26]2=[N:27][C:28]([CH3:32])=[CH:29][C:30]([CH3:31])=[C:25]2[N:24]=1)[CH3:22].[C:34]1(P(C2C=CC=CC=2)C2C=CC=CC=2)C=CC=CC=1.N(C(OC(C)(C)C)=O)=N[C:55](OC(C)(C)C)=[O:56], predict the reaction product. The product is: [CH2:21]([C:23]1[N:33]([CH2:34][C:3]2[CH:20]=[CH:19][C:6]3=[C:5]([CH:4]=2)[O:56][CH2:55][C:9]2[CH:12]=[CH:13][CH:14]=[CH:15][C:8]=2/[C:7]/3=[CH:16]\[C:17]#[N:18])[C:26]2=[N:27][C:28]([CH3:32])=[CH:29][C:30]([CH3:31])=[C:25]2[N:24]=1)[CH3:22]. (3) Given the reactants [CH:1]1([N:7]2[CH2:13][C:12]([F:15])([F:14])[C:11](=[O:16])[N:10]([CH3:17])[C:9]3[CH:18]=[N:19][C:20]([NH:22][C:23]4[CH:31]=[CH:30][C:26]([C:27](O)=[O:28])=[CH:25][C:24]=4[O:32][CH3:33])=[N:21][C:8]2=3)[CH2:6][CH2:5][CH2:4][CH2:3][CH2:2]1.CN(C(ON1N=NC2C=CC=NC1=2)=[N+](C)C)C.F[P-](F)(F)(F)(F)F.[N:58]1([NH2:64])[CH2:63][CH2:62][O:61][CH2:60][CH2:59]1, predict the reaction product. The product is: [CH:1]1([N:7]2[CH2:13][C:12]([F:15])([F:14])[C:11](=[O:16])[N:10]([CH3:17])[C:9]3[CH:18]=[N:19][C:20]([NH:22][C:23]4[CH:31]=[CH:30][C:26]([C:27]([NH:64][N:58]5[CH2:63][CH2:62][O:61][CH2:60][CH2:59]5)=[O:28])=[CH:25][C:24]=4[O:32][CH3:33])=[N:21][C:8]2=3)[CH2:2][CH2:3][CH2:4][CH2:5][CH2:6]1.